Task: Regression. Given a peptide amino acid sequence and an MHC pseudo amino acid sequence, predict their binding affinity value. This is MHC class I binding data.. Dataset: Peptide-MHC class I binding affinity with 185,985 pairs from IEDB/IMGT (1) The peptide sequence is RVNHAKYMVT. The MHC is HLA-A02:03 with pseudo-sequence HLA-A02:03. The binding affinity (normalized) is 0.357. (2) The peptide sequence is VLYDPETDK. The MHC is HLA-A02:03 with pseudo-sequence HLA-A02:03. The binding affinity (normalized) is 0.436. (3) The peptide sequence is LVITYCLVT. The MHC is HLA-A02:03 with pseudo-sequence HLA-A02:03. The binding affinity (normalized) is 0.253. (4) The MHC is HLA-A02:01 with pseudo-sequence HLA-A02:01. The binding affinity (normalized) is 0.120. The peptide sequence is VIFLISVIV. (5) The binding affinity (normalized) is 0.379. The peptide sequence is RNNDPTLPY. The MHC is HLA-A80:01 with pseudo-sequence HLA-A80:01.